From a dataset of Reaction yield outcomes from USPTO patents with 853,638 reactions. Predict the reaction yield, written as a fraction of the theoretical maximum amount of product (1.0 means a 100% yield; for example, 0.34 means a 34% yield). (1) The reactants are [N:1]([CH:4]1[CH2:8][CH:7]([C:9]2[N:13]3[C:14]4[CH:20]=[CH:19][N:18]([CH2:21][O:22][CH2:23][CH2:24][Si:25]([CH3:28])([CH3:27])[CH3:26])[C:15]=4[N:16]=[CH:17][C:12]3=[N:11][N:10]=2)[CH:6]([CH2:29][CH3:30])[CH2:5]1)=[N+]=[N-].C1COCC1.C1(P(C2C=CC=CC=2)C2C=CC=CC=2)C=CC=CC=1. The catalyst is O.CCOC(C)=O. The product is [CH2:29]([CH:6]1[CH:7]([C:9]2[N:13]3[C:14]4[CH:20]=[CH:19][N:18]([CH2:21][O:22][CH2:23][CH2:24][Si:25]([CH3:26])([CH3:28])[CH3:27])[C:15]=4[N:16]=[CH:17][C:12]3=[N:11][N:10]=2)[CH2:8][CH:4]([NH2:1])[CH2:5]1)[CH3:30]. The yield is 0.800. (2) The reactants are [Cl:1][C:2]1[CH:3]=[CH:4][CH:5]=[C:6]2[C:10]=1[N:9]([CH3:11])[CH:8]=[C:7]2[CH2:12][N:13]([CH3:30])[C:14](=[O:29])/[CH:15]=[CH:16]/[C:17]1[CH:18]=[N:19][C:20]([NH:23][CH2:24][C:25]([O:27]C)=O)=[CH:21][CH:22]=1.COC([CH2:35][NH:36]C1N=CC(/C=C/C(N(C)CC2C3C(=CC=CC=3)NC=2C)=O)=CC=1)=O. No catalyst specified. The product is [Cl:1][C:2]1[CH:3]=[CH:4][CH:5]=[C:6]2[C:10]=1[N:9]([CH3:11])[CH:8]=[C:7]2[CH2:12][N:13]([CH3:30])[C:14](=[O:29])/[CH:15]=[CH:16]/[C:17]1[CH:18]=[N:19][C:20]([NH:23][CH2:24][C:25]([NH:36][CH3:35])=[O:27])=[CH:21][CH:22]=1. The yield is 0.940. (3) The reactants are [C:1]12([C:11]3[CH:23]=[CH:22][C:14]([O:15][CH2:16][C:17]([O:19]CC)=[O:18])=[C:13]([CH3:24])[CH:12]=3)[CH2:10][CH:5]3[CH2:6][CH:7]([CH2:9][CH:3]([CH2:4]3)[CH2:2]1)[CH2:8]2.O.[OH-].[Li+].Cl. The catalyst is O.C1COCC1. The product is [C:1]12([C:11]3[CH:23]=[CH:22][C:14]([O:15][CH2:16][C:17]([OH:19])=[O:18])=[C:13]([CH3:24])[CH:12]=3)[CH2:8][CH:7]3[CH2:9][CH:3]([CH2:4][CH:5]([CH2:6]3)[CH2:10]1)[CH2:2]2. The yield is 0.967. (4) The reactants are [Br:1]Br.[CH3:3][C:4]1[C:9]([OH:10])=[C:8]([CH3:11])[CH:7]=[CH:6][N:5]=1. The catalyst is N1C=CC=CC=1. The product is [Br:1][C:6]1[N:5]=[C:4]([CH3:3])[C:9]([OH:10])=[C:8]([CH3:11])[CH:7]=1. The yield is 0.530. (5) The reactants are [H-].[Na+].[Cl:3][C:4]1[C:13]2[C:8](=[CH:9][C:10]([O:14][CH3:15])=[CH:11][CH:12]=2)[C:7]([NH:16][C:17](=[O:24])[C:18]2[CH:23]=[CH:22][CH:21]=[CH:20][CH:19]=2)=[CH:6][N:5]=1.[CH3:25]I. The catalyst is CN(C=O)C. The product is [Cl:3][C:4]1[C:13]2[C:8](=[CH:9][C:10]([O:14][CH3:15])=[CH:11][CH:12]=2)[C:7]([N:16]([CH3:25])[C:17](=[O:24])[C:18]2[CH:19]=[CH:20][CH:21]=[CH:22][CH:23]=2)=[CH:6][N:5]=1. The yield is 0.950.